This data is from Forward reaction prediction with 1.9M reactions from USPTO patents (1976-2016). The task is: Predict the product of the given reaction. (1) The product is: [F:1][C:2]([F:27])([F:28])[C:3]1[CH:8]=[CH:7][C:6]([C:9]([C:17]2[CH:22]=[CH:21][C:20]([C:23]([F:26])([F:25])[F:24])=[CH:19][CH:18]=2)=[C:10]([CH3:16])[CH:11]=[O:12])=[CH:5][CH:4]=1. Given the reactants [F:1][C:2]([F:28])([F:27])[C:3]1[CH:8]=[CH:7][C:6]([C:9]([C:17]2[CH:22]=[CH:21][C:20]([C:23]([F:26])([F:25])[F:24])=[CH:19][CH:18]=2)=[C:10]([CH3:16])[C:11](OCC)=[O:12])=[CH:5][CH:4]=1.[H-].C([Al+]CC(C)C)C(C)C.C1(C)C=CC=CC=1.CO.O.O.O.O.C(C(C(C([O-])=O)O)O)([O-])=O.[K+].[Na+], predict the reaction product. (2) Given the reactants C1(P(C2C=CC=CC=2)C2C=CC=CC=2)C=CC=CC=1.N1C=CN=C1.[I:25]I.O[CH2:28][CH2:29][CH2:30][CH2:31][CH2:32][CH2:33][C:34]1[CH:39]=[CH:38][C:37]([NH:40][C:41]2[CH:46]=[CH:45][CH:44]=[C:43]([C:47]3[CH:52]=[CH:51][CH:50]=[CH:49][C:48]=3[CH3:53])[CH:42]=2)=[CH:36][CH:35]=1, predict the reaction product. The product is: [I:25][CH2:28][CH2:29][CH2:30][CH2:31][CH2:32][CH2:33][C:34]1[CH:39]=[CH:38][C:37]([NH:40][C:41]2[CH:46]=[CH:45][CH:44]=[C:43]([C:47]3[CH:52]=[CH:51][CH:50]=[CH:49][C:48]=3[CH3:53])[CH:42]=2)=[CH:36][CH:35]=1.